Dataset: Reaction yield outcomes from USPTO patents with 853,638 reactions. Task: Predict the reaction yield, written as a fraction of the theoretical maximum amount of product (1.0 means a 100% yield; for example, 0.34 means a 34% yield). (1) The catalyst is [PH5].[Cl-].[Na+].O. The yield is 0.960. The product is [C:5]([O:11][C@@H:10]1[C@@H:9]([CH2:12][O:13][C:9](=[O:8])[CH3:10])[O:8][CH:7]=[CH:6][C@H:5]1[OH:4])(=[O:4])[CH3:6]. The reactants are C([O:4][C@H:5]1[C@H:10]([OH:11])[C@@H:9]([CH2:12][OH:13])[O:8][CH:7]=[CH:6]1)(=O)C. (2) The reactants are C([N:8]1[CH2:14][C:13]2[N:15]=[C:16]([Br:24])[C:17]([N:19]([CH3:23])[CH:20]([CH3:22])[CH3:21])=[N:18][C:12]=2[O:11][CH2:10][CH2:9]1)C1C=CC=CC=1.[Cl:25]C(OC(Cl)C)=O. The catalyst is C1(C)C=CC=CC=1. The product is [ClH:25].[Br:24][C:16]1[C:17]([N:19]([CH3:23])[CH:20]([CH3:21])[CH3:22])=[N:18][C:12]2[O:11][CH2:10][CH2:9][NH:8][CH2:14][C:13]=2[N:15]=1. The yield is 0.560. (3) The reactants are [CH3:1][NH:2][CH2:3][CH2:4][OH:5].ClCCl.C(N(CC)CC)C.[CH3:16][S:17](Cl)(=[O:19])=[O:18]. The catalyst is O. The product is [CH3:16][S:17]([O:5][CH2:4][CH2:3][N:2]([CH3:1])[S:17]([CH3:16])(=[O:19])=[O:18])(=[O:19])=[O:18]. The yield is 0.940. (4) The reactants are [OH:1][NH:2][C:3]([C:5]1[C:10]([CH3:11])=[CH:9][CH:8]=[CH:7][N:6]=1)=[NH:4].[CH3:12][O:13][C:14]1[CH:22]=[C:18]([C:19](O)=O)[C:17]([OH:23])=[CH:16][CH:15]=1. No catalyst specified. The product is [CH3:12][O:13][C:14]1[CH:15]=[CH:16][C:17]([OH:23])=[C:18]([C:19]2[O:1][N:2]=[C:3]([C:5]3[C:10]([CH3:11])=[CH:9][CH:8]=[CH:7][N:6]=3)[N:4]=2)[CH:22]=1. The yield is 0.120.